Dataset: Peptide-MHC class II binding affinity with 134,281 pairs from IEDB. Task: Regression. Given a peptide amino acid sequence and an MHC pseudo amino acid sequence, predict their binding affinity value. This is MHC class II binding data. (1) The peptide sequence is KKDQVVMTSLALVGAALK. The MHC is HLA-DQA10103-DQB10603 with pseudo-sequence HLA-DQA10103-DQB10603. The binding affinity (normalized) is 0.596. (2) The peptide sequence is KFAEGRRGAAEVLVVK. The MHC is HLA-DQA10201-DQB10301 with pseudo-sequence HLA-DQA10201-DQB10301. The binding affinity (normalized) is 0.599. (3) The peptide sequence is SQNLELSWNLNGLQAY. The MHC is HLA-DQA10301-DQB10302 with pseudo-sequence HLA-DQA10301-DQB10302. The binding affinity (normalized) is 0.354. (4) The peptide sequence is HSLLDEGKQSLTKLA. The MHC is DRB1_1501 with pseudo-sequence DRB1_1501. The binding affinity (normalized) is 0.256. (5) The MHC is DRB1_0101 with pseudo-sequence DRB1_0101. The binding affinity (normalized) is 0.640. The peptide sequence is QLGELYYAIHKASPV. (6) The peptide sequence is HRDNIEDDLLNRNNT. The MHC is HLA-DQA10501-DQB10201 with pseudo-sequence HLA-DQA10501-DQB10201. The binding affinity (normalized) is 0.251.